Dataset: Forward reaction prediction with 1.9M reactions from USPTO patents (1976-2016). Task: Predict the product of the given reaction. Given the reactants [C:1](=[O:26])([O:21][C:22]([CH3:25])([CH3:24])[CH3:23])[O:2][C:3]1[N:7]([C:8]2[CH:13]=[CH:12][CH:11]=[CH:10][N:9]=2)[N:6]=[C:5]([C:14]2[CH:19]=[CH:18][C:17](Br)=[CH:16][CH:15]=2)[CH:4]=1.[C:27]1(B(O)O)[CH:32]=[CH:31][CH:30]=[CH:29][CH:28]=1.[O-]P([O-])([O-])=O.[K+].[K+].[K+], predict the reaction product. The product is: [C:1](=[O:26])([O:21][C:22]([CH3:25])([CH3:24])[CH3:23])[O:2][C:3]1[N:7]([C:8]2[CH:13]=[CH:12][CH:11]=[CH:10][N:9]=2)[N:6]=[C:5]([C:14]2[CH:19]=[CH:18][C:17]([C:27]3[CH:32]=[CH:31][CH:30]=[CH:29][CH:28]=3)=[CH:16][CH:15]=2)[CH:4]=1.